From a dataset of Peptide-MHC class II binding affinity with 134,281 pairs from IEDB. Regression. Given a peptide amino acid sequence and an MHC pseudo amino acid sequence, predict their binding affinity value. This is MHC class II binding data. (1) The peptide sequence is AFKVAATAANAAEAN. The MHC is HLA-DPA10103-DPB10301 with pseudo-sequence HLA-DPA10103-DPB10301. The binding affinity (normalized) is 0.679. (2) The peptide sequence is QLYSKFLLKAEPLAF. The MHC is HLA-DQA10501-DQB10201 with pseudo-sequence HLA-DQA10501-DQB10201. The binding affinity (normalized) is 0.545. (3) The peptide sequence is AEGLSGEPKGAAESS. The MHC is HLA-DQA10301-DQB10302 with pseudo-sequence HLA-DQA10301-DQB10302. The binding affinity (normalized) is 0.251. (4) The peptide sequence is GFKAALAAAAGVPPADKYRT. The MHC is DRB1_0701 with pseudo-sequence DRB1_0701. The binding affinity (normalized) is 0.676. (5) The peptide sequence is EKKYFAATQFEHLAA. The MHC is HLA-DQA10401-DQB10402 with pseudo-sequence HLA-DQA10401-DQB10402. The binding affinity (normalized) is 0.353.